Dataset: Experimentally validated miRNA-target interactions with 360,000+ pairs, plus equal number of negative samples. Task: Binary Classification. Given a miRNA mature sequence and a target amino acid sequence, predict their likelihood of interaction. (1) The miRNA is cel-miR-55-3p with sequence UACCCGUAUAAGUUUCUGCUGAG. The protein sequence of the target gene is MVVPGPLALSLLLSSLTLLVSHLSSSQDIASESSSEQQMCTRREHPIVAFEDLKPWVFNFTYPGVRDFSQLALDPSRNQLIVGARNYLFRLSLANVSLLQATEWASSEDTRRSCQSKGKTEEECQNYVRVLIVSGRKVFMCGTNAFSPVCSSRQVGNLSRTIEKINGVARCPYDPRHNSTAVISSQGELYAATVIDFSGRDPAIYRSLGSGPPLRTAQYNSKWLNEPNFVAAFDIGLFAYFFLRENAVEHDCGRTVYSRVARVCKNDVGGRFLLEDTWTTFMKARLNCSRPGEVPFYYNE.... Result: 0 (no interaction). (2) The miRNA is mmu-miR-466a-5p with sequence UAUGUGUGUGUACAUGUACAUA. The protein sequence of the target gene is MEESSLSRAPSRGGVNFLNVARTYIPNTKVECHYTLPPGTMPSASDWIGIFKVEAACVRDYHTFVWSSVPESTTDGSPTHASVQFQASYLPKPGAQLYQFRYVNRQGRVCGQSPPFQFREPRPMDELVTLEEADGGSDILLVVPKATVLQNQLDESQQERNDLMQLKLQLEDQVTELRSRVQELEAALATARQEHSELTEQYKGLSRSHGELSEERDILSQQQGDHVARILELEDDIQTMSDKVLMKEVELDRVRDTVKALTREQEKLLRQLKEFQADKEQSEAELQTVREENCCLNTEL.... Result: 1 (interaction). (3) The miRNA is hsa-miR-1238-5p with sequence GUGAGUGGGAGCCCCAGUGUGUG. The protein sequence of the target gene is MENSQLCKLFIGGLNVQTSESGLRGHFEAFGTLTDCVVVVNPQTKRSRCFGFVTYSNVEEADAAMAASPHAVDGNTVELKRAVSREDSARPGAHAKVKKLFVGGLKGDVAEGDLIEHFSQFGAVEKAEIIADKQSGKKRGFGFVYFQSHDAADKAAVVKFHPIQGHRVEVKKAVPKEDIHAGGGGARAARGGRGGGRGRGGGGGGGGRDQNGLAKGGGGGGGGYNSYGGYGGYGAYGGGGGGGGSYGGSDYGNGFGGFGSYSQHQSSYGPMKSGGGGGGGGSWGGRSNSGPYRGGYGGGY.... Result: 0 (no interaction). (4) The miRNA is hsa-miR-4795-3p with sequence AUAUUAUUAGCCACUUCUGGAU. The protein sequence of the target gene is MEQPWPPPGPWSFPRTGGETEEESDLDVSPSSSHYSPVPDGGAQMYSHGIELACQKQKEFVKSSVACKWNLAEAQQKLGSLALHNSESLDQEHAKAQTAVSELRQREEEWRQKEEALVQRERMCLWNMDAISKDVFNKSFINQDKRKTEEEDKSQSFMQKYEQKIRHFGMLSRWDDSQRFLSDHPHLVCEETAKYLILWCFHLEAEQKGALMEQIAHQAVVMQFIMEMAKNCNVDPRGCFRLFFQKAKAEEEGYFEAFKNELEAFKSRVRLYAQSQSLQPVTVQNHVPHSGVGCIGSLES.... Result: 0 (no interaction). (5) The miRNA is hsa-miR-4265 with sequence CUGUGGGCUCAGCUCUGGG. The protein sequence of the target gene is MSGPWPSPDSRTKGTVAWLAEVLLWVGGSVVLSSEWQLGPLVERCMGAMQEGMQMVKLRGGSKGLVRFYYLDEHRSCIRWRPSRKNEKAKISIDSIQEVSEGRQSEVFQRYPDGSFDPNCCFSIYHGSHRESLDLVSTSSEVARTWVTGLRYLMAGISDEDSLARRQRTRDQWLKQTFDEADKNGDGSLSIGEVLQLLHKLNVNLPRQRVKQMFREADTDDHQGTLGFEEFCAFYKMMSTRRDLYLLMLTYSNHKDHLDAASLQRFLQVEQKMAGVTLESCQDIIEQFEPCPENKSKGLL.... Result: 0 (no interaction). (6) The miRNA is hsa-miR-2114-5p with sequence UAGUCCCUUCCUUGAAGCGGUC. The protein sequence of the target gene is MCDLRRPAAGGMMDLAYVCEWEKWSKSTHCPSVPLACAWSCRNLIAFTMDLRSDDQDLTRMIHILDTEHPWDLHSIPSEHHEAITCLEWDQSGSRLLSADADGQIKCWSMADHLANSWESSVGSLVEGDPIVALSWLHNGVKLALHVEKSGASSFGEKFSRVKFSPSLTLFGGKPMEGWIAVTVSGLVTVSLLKPSGQVLTSTESLCRLRGRVALADIAFTGGGNIVVATADGSSASPVQFYKVCVSVVSEKCRIDTEILPSLFMRCTTDLNRKDKFPAITHLKFLARDMSEQVLLCASS.... Result: 1 (interaction). (7) The miRNA is hsa-miR-4469 with sequence GCUCCCUCUAGGGUCGCUCGGA. The protein sequence of the target gene is MEAQAVPEGSGPSTASPRTAPPVTVLVMRQDEAEADGALRPGLAGSEAAADAEDEAGDDDADLLDTSDPAGGGESAASPEELEDEDAEGGGAARRRGSKTCTYEGCRETTSQVAKQRKPWMCKKHRNKMYKDKYKKKKSDQALGSGGPSAASTGNVKLEESTDNILSIVKQRTGSFGDRPARPTLLEQVLNQKRLSLLRSPEVVQFLQKQQQLLNQQVLEQRQQHFPGAPV. Result: 0 (no interaction).